From a dataset of Forward reaction prediction with 1.9M reactions from USPTO patents (1976-2016). Predict the product of the given reaction. (1) Given the reactants [N+:1]([C:4]1[CH:5]=[C:6]([S:10](Cl)(=[O:12])=[O:11])[CH:7]=[CH:8][CH:9]=1)([O-])=O.[NH2:14][C:15]1([CH2:20][OH:21])[CH2:19][CH2:18][CH2:17][CH2:16]1.C(=O)(O)[O-].[Na+], predict the reaction product. The product is: [NH2:1][C:4]1[CH:5]=[C:6]([S:10]([NH:14][C:15]2([CH2:20][OH:21])[CH2:19][CH2:18][CH2:17][CH2:16]2)(=[O:12])=[O:11])[CH:7]=[CH:8][CH:9]=1. (2) Given the reactants [CH2:1]([N:4]1[CH:8]=[C:7]([C:9]([O:11][CH2:12][CH3:13])=[O:10])[N:6]=[CH:5]1)[CH:2]=[CH2:3].C1C(=O)N([Br:21])C(=O)C1, predict the reaction product. The product is: [CH2:1]([N:4]1[CH:8]=[C:7]([C:9]([O:11][CH2:12][CH3:13])=[O:10])[N:6]=[C:5]1[Br:21])[CH:2]=[CH2:3]. (3) Given the reactants [CH3:1][O:2][C:3](=[O:20])[C:4]1[CH:9]=[CH:8][C:7]([O:10][C:11]2[CH:16]=[CH:15][C:14]([Cl:17])=[CH:13][C:12]=2[CH:18]=O)=[CH:6][CH:5]=1.[CH3:21][Si:22](N[Si:22]([CH3:24])([CH3:23])[CH3:21])([CH3:24])[CH3:23].C([Li])CCC.C[Si](Cl)(C)C.[CH2:40]([N:42](CC)CC)[CH3:41].C(Cl)(=[O:49])C, predict the reaction product. The product is: [Cl:17][C:14]1[CH:15]=[CH:16][C:11]([O:10][C:7]2[CH:8]=[CH:9][C:4]([C:3]([O:2][CH3:1])=[O:20])=[CH:5][CH:6]=2)=[C:12]([CH:18]=[N:42][C:40]([O:49][Si:22]([CH3:24])([CH3:23])[CH3:21])=[CH2:41])[CH:13]=1.